This data is from Forward reaction prediction with 1.9M reactions from USPTO patents (1976-2016). The task is: Predict the product of the given reaction. (1) Given the reactants C(OC([N:8]1[CH2:12][CH2:11][CH2:10][C@H:9]1[C:13]1[NH:14][C:15]([C:18]2[CH:19]=[N:20][C:21]([C:24]3[CH:29]=[CH:28][C:27]([C:30]4[NH:31][C:32]([C@@H:35]5[CH2:39][CH2:38][CH2:37][N:36]5[C:40](=[O:53])[C@H:41]([NH:48][C:49]([O:51][CH3:52])=[O:50])[C:42]5[CH:47]=[CH:46][CH:45]=[CH:44][CH:43]=5)=[N:33][CH:34]=4)=[CH:26][CH:25]=3)=[N:22][CH:23]=2)=[CH:16][N:17]=1)=O)(C)(C)C.CO, predict the reaction product. The product is: [CH3:52][O:51][C:49](=[O:50])[NH:48][C@H:41]([C:42]1[CH:43]=[CH:44][CH:45]=[CH:46][CH:47]=1)[C:40](=[O:53])[N:36]1[CH2:37][CH2:38][CH2:39][C@H:35]1[C:32]1[NH:31][C:30]([C:27]2[CH:28]=[CH:29][C:24]([C:21]3[N:22]=[CH:23][C:18]([C:15]4[NH:14][C:13]([C@@H:9]5[CH2:10][CH2:11][CH2:12][NH:8]5)=[N:17][CH:16]=4)=[CH:19][N:20]=3)=[CH:25][CH:26]=2)=[CH:34][N:33]=1. (2) Given the reactants [C:1]([C:5]1[CH:10]=[CH:9][C:8]([S:11]([N:14]([CH2:22][C:23](O)=[O:24])[C:15]2[CH:16]=[N:17][C:18]([CH3:21])=[CH:19][CH:20]=2)(=[O:13])=[O:12])=[CH:7][CH:6]=1)([CH3:4])([CH3:3])[CH3:2].[CH2:26]([NH:28][CH2:29][CH3:30])[CH3:27], predict the reaction product. The product is: [C:1]([C:5]1[CH:6]=[CH:7][C:8]([S:11]([N:14]([C:15]2[CH:16]=[N:17][C:18]([CH3:21])=[CH:19][CH:20]=2)[CH2:22][C:23]([N:28]([CH2:29][CH3:30])[CH2:26][CH3:27])=[O:24])(=[O:12])=[O:13])=[CH:9][CH:10]=1)([CH3:4])([CH3:3])[CH3:2]. (3) Given the reactants [C:1](OC(N1CC[C@H](NC2C=CC(N)=CN=2)C1)=O)(C)(C)C.[CH3:21][O:22][C:23]([C@@H:25]1[CH2:29][CH2:28][C@H:27]([NH:30][C:31]2[CH:36]=[CH:35][C:34]([NH2:37])=[CH:33][N:32]=2)[CH2:26]1)=[O:24].COC([C@@H]1CC[C@H](NC2C=CC([N+]([O-])=O)=CN=2)C1)=O, predict the reaction product. The product is: [CH2:21]([O:22][C:23]([C@@H:25]1[CH2:29][CH2:28][C@H:27]([NH:30][C:31]2[CH:36]=[CH:35][C:34]([NH2:37])=[CH:33][N:32]=2)[CH2:26]1)=[O:24])[CH3:1]. (4) The product is: [C:1]([O:5][C:6]([N:8]1[CH2:12][C@H:11]([O:13][Si:31]([C:34]([CH3:37])([CH3:36])[CH3:35])([CH3:33])[CH3:32])[CH2:10][C@@H:9]1[C:14]([OH:16])=[O:15])=[O:7])([CH3:4])([CH3:2])[CH3:3]. Given the reactants [C:1]([O:5][C:6]([N:8]1[CH2:12][C@H:11]([OH:13])[CH2:10][C@@H:9]1[C:14]([OH:16])=[O:15])=[O:7])([CH3:4])([CH3:3])[CH3:2].N1C=CN=C1.CN(C1C=CC=CN=1)C.[Si:31](Cl)([C:34]([CH3:37])([CH3:36])[CH3:35])([CH3:33])[CH3:32], predict the reaction product. (5) Given the reactants C(Cl)Cl.Br[C:5]1[CH:6]=[C:7]([N+:17]([O-:19])=[O:18])[C:8]([C:11]2[CH:16]=[CH:15][CH:14]=[CH:13][CH:12]=2)=[N:9][CH:10]=1.[F:20][C:21]1[N:26]=[CH:25][C:24](B(O)O)=[CH:23][CH:22]=1.C(=O)([O-])[O-].[K+].[K+], predict the reaction product. The product is: [F:20][C:21]1[N:26]=[CH:25][C:24]([C:5]2[CH:10]=[N:9][C:8]([C:11]3[CH:16]=[CH:15][CH:14]=[CH:13][CH:12]=3)=[C:7]([N+:17]([O-:19])=[O:18])[CH:6]=2)=[CH:23][CH:22]=1. (6) Given the reactants [NH2:1][C:2]1[CH:3]=[C:4]([CH:17]=[CH:18][C:19]=1[NH2:20])[CH2:5][N:6]1[C:14](=[O:15])[C:13]2[C:8](=[CH:9][CH:10]=[CH:11][CH:12]=2)[C:7]1=[O:16].C(O[C:24]([CH2:26][C:27]1[NH:31][C:30]2[CH:32]=[CH:33][C:34]([C:36]([OH:38])=[O:37])=[CH:35][C:29]=2[N:28]=1)=O)C, predict the reaction product. The product is: [O:16]=[C:7]1[C:8]2[C:13](=[CH:12][CH:11]=[CH:10][CH:9]=2)[C:14](=[O:15])[N:6]1[CH2:5][C:4]1[CH:17]=[CH:18][C:19]2[NH:20][C:24]([CH2:26][C:27]3[NH:31][C:30]4[CH:32]=[CH:33][C:34]([C:36]([OH:38])=[O:37])=[CH:35][C:29]=4[N:28]=3)=[N:1][C:2]=2[CH:3]=1.